Dataset: Retrosynthesis with 50K atom-mapped reactions and 10 reaction types from USPTO. Task: Predict the reactants needed to synthesize the given product. Given the product COc1ccc(CS[C@H]2COC[C@H]2CN)cc1, predict the reactants needed to synthesize it. The reactants are: COc1ccc(CSC2COCC2C#N)cc1.